The task is: Predict the reactants needed to synthesize the given product.. This data is from Full USPTO retrosynthesis dataset with 1.9M reactions from patents (1976-2016). (1) Given the product [Br:8][C:9]1[CH:15]=[CH:14][C:12]([S:22][CH3:21])=[C:11]([S:16]([CH3:19])(=[O:18])=[O:17])[C:10]=1[CH3:20], predict the reactants needed to synthesize it. The reactants are: N(OC(C)(C)C)=O.[Br:8][C:9]1[CH:15]=[CH:14][C:12](N)=[C:11]([S:16]([CH3:19])(=[O:18])=[O:17])[C:10]=1[CH3:20].[CH3:21][S:22]SC. (2) The reactants are: [NH2:1][C:2]1[CH:3]=[N:4][CH:5]=[CH:6][C:7]=1[N:8]1[CH2:13][C@H:12]([CH3:14])[C@H:11]([N:15]2[CH:19]=[C:18]([CH2:20][OH:21])[N:17]=[N:16]2)[C@H:10]([NH:22]C(=O)OC(C)(C)C)[CH2:9]1.CCN=C=NCCCN(C)C.C1C=NC2N(O)N=NC=2C=1.[F:51][C:52]1[CH:57]=[CH:56][CH:55]=[C:54]([F:58])[C:53]=1[C:59]1[N:64]=[C:63]([C:65](O)=[O:66])[CH:62]=[CH:61][C:60]=1[F:68].C(=O)([O-])[O-].[K+].[K+]. Given the product [NH2:22][C@H:10]1[C@@H:11]([N:15]2[CH:19]=[C:18]([CH2:20][OH:21])[N:17]=[N:16]2)[C@@H:12]([CH3:14])[CH2:13][N:8]([C:7]2[CH:6]=[CH:5][N:4]=[CH:3][C:2]=2[NH:1][C:65](=[O:66])[C:63]2[CH:62]=[CH:61][C:60]([F:68])=[C:59]([C:53]3[C:52]([F:51])=[CH:57][CH:56]=[CH:55][C:54]=3[F:58])[N:64]=2)[CH2:9]1, predict the reactants needed to synthesize it. (3) Given the product [CH2:1]([S:8][C:9]1[N:14]=[C:13]([Cl:36])[N:12]2[N:16]=[CH:17][C:18]([CH2:19][CH2:20][CH2:21][CH2:22][C:23]#[N:24])=[C:11]2[N:10]=1)[C:2]1[CH:7]=[CH:6][CH:5]=[CH:4][CH:3]=1, predict the reactants needed to synthesize it. The reactants are: [CH2:1]([S:8][C:9]1[N:14]=[C:13](O)[N:12]2[N:16]=[CH:17][C:18]([CH2:19][CH2:20][CH2:21][CH2:22][C:23]#[N:24])=[C:11]2[N:10]=1)[C:2]1[CH:7]=[CH:6][CH:5]=[CH:4][CH:3]=1.CN(C)C1C=CC=CC=1.P(Cl)(Cl)([Cl:36])=O. (4) Given the product [Br:1][C:2]1[C:3]([CH3:21])=[CH:4][C:5]2[C:10](=[CH:9][CH:8]=[C:7]([O:19][CH3:20])[CH:6]=2)[C:11]=1[C:12]1[CH:17]=[CH:16][C:15]([Cl:18])=[CH:14][CH:13]=1, predict the reactants needed to synthesize it. The reactants are: [Br:1][C:2]1[CH:3]([CH3:21])[CH2:4][C:5]2[C:10]([C:11]=1[C:12]1[CH:17]=[CH:16][C:15]([Cl:18])=[CH:14][CH:13]=1)=[CH:9][CH:8]=[C:7]([O:19][CH3:20])[CH:6]=2.C(C1C(=O)C(Cl)=C(Cl)C(=O)C=1C#N)#N. (5) Given the product [OH:1][C:2]1[CH:9]=[CH:8][C:5]([CH:6]=[C:11]([C:10]([O:17][CH3:18])=[O:16])[C:12]([O:14][CH3:15])=[O:13])=[CH:4][CH:3]=1, predict the reactants needed to synthesize it. The reactants are: [OH:1][C:2]1[CH:9]=[CH:8][C:5]([CH:6]=O)=[CH:4][CH:3]=1.[C:10]([O:17][CH3:18])(=[O:16])[CH2:11][C:12]([O:14][CH3:15])=[O:13].C1(C)C=CC=CC=1.N1CCCCC1. (6) Given the product [S:15]1[CH2:14][CH:9]1[CH2:8][S:7][CH2:6][CH2:5][S:4][CH2:3][CH:2]1[S:24][CH2:12]1, predict the reactants needed to synthesize it. The reactants are: O1[CH2:12][CH:2]1[CH2:3][S:4][CH2:5][CH2:6][S:7][CH2:8][CH:9]1OC1.N[C:14](N)=[S:15].C(OC(=O)C)(=O)C.[S:24](=O)(=O)(O)O. (7) Given the product [CH3:12][C:11]1([CH3:13])[C:8]([CH3:9])([CH3:10])[O:7][B:6]([C:4]2[CH:3]=[N:2][N:1]([CH2:17][CH2:18][N:19]3[CH2:24][CH2:23][CH2:22][CH2:21][CH2:20]3)[CH:5]=2)[O:14]1, predict the reactants needed to synthesize it. The reactants are: [NH:1]1[CH:5]=[C:4]([B:6]2[O:14][C:11]([CH3:13])([CH3:12])[C:8]([CH3:10])([CH3:9])[O:7]2)[CH:3]=[N:2]1.Cl.Cl[CH2:17][CH2:18][N:19]1[CH2:24][CH2:23][CH2:22][CH2:21][CH2:20]1. (8) Given the product [CH3:45][O:46][C:47]1[N:52]=[C:51]2[S:53][C:54]([NH:56][C:17](=[O:18])[CH:16]([C:13]3[CH:12]=[CH:11][C:10]4[S:9](=[O:22])(=[O:23])[C:8]5[C:3](=[CH:4][CH:5]=[CH:6][CH:7]=5)[N:2]([CH3:1])[C:15]=4[CH:14]=3)[CH2:25][C@H:26]3[CH2:34][CH2:33][C:28](=[O:32])[CH2:27]3)=[N:55][C:50]2=[CH:49][CH:48]=1, predict the reactants needed to synthesize it. The reactants are: [CH3:1][N:2]1[C:15]2[CH:14]=[C:13]([CH2:16][C:17](OCC)=[O:18])[CH:12]=[CH:11][C:10]=2[S:9](=[O:23])(=[O:22])[C:8]2[C:3]1=[CH:4][CH:5]=[CH:6][CH:7]=2.I[CH2:25][C@H:26]1[CH2:34][CH2:33][C:28]2([O:32]CCO2)[CH2:27]1.O=C1CC[C@H](C(OC)=O)C1.[CH3:45][O:46][C:47]1[N:52]=[C:51]2[S:53][C:54]([NH2:56])=[N:55][C:50]2=[CH:49][CH:48]=1. (9) Given the product [NH2:5][C:4]1[CH:3]=[C:2]([C:6]2[CH:11]=[CH:10][CH:9]=[CH:8][CH:7]=2)[Se:12][C:16]=1[C:17]#[N:18], predict the reactants needed to synthesize it. The reactants are: Cl[C:2]([C:6]1[CH:11]=[CH:10][CH:9]=[CH:8][CH:7]=1)=[CH:3][C:4]#[N:5].[Se-2:12].[Na+].[Na+].Cl[CH2:16][C:17]#[N:18].